From a dataset of Catalyst prediction with 721,799 reactions and 888 catalyst types from USPTO. Predict which catalyst facilitates the given reaction. (1) The catalyst class is: 37. Product: [F:11][C:8]([F:9])([F:10])[C:6]1[N:5]=[CH:4][N:3]=[C:32]([N:28]2[CH2:27][CH2:26][CH:20]([NH:19][C:12](=[O:13])[O:14][C:15]([CH3:18])([CH3:17])[CH3:16])[CH2:31][CH2:29]2)[CH:34]=1. Reactant: ClC1C=[C:6]([C:8]([F:11])([F:10])[F:9])[N:5]=[CH:4][N:3]=1.[C:12]([N:19]1CCC(N)C[CH2:20]1)([O:14][C:15]([CH3:18])([CH3:17])[CH3:16])=[O:13].[CH3:26][CH2:27][N:28]([CH:32]([CH3:34])C)[CH:29]([CH3:31])C.O. (2) Reactant: [CH3:1][C:2]([CH3:6])([CH3:5])[CH2:3][OH:4].[H-].[Na+].[Si:9]([O:16][C@@H:17]1[C:25]2[C:20](=[C:21]([C:27]3[C:28](F)=[N:29][CH:30]=[CH:31][CH:32]=3)[CH:22]=[CH:23][C:24]=2[F:26])[CH2:19][CH2:18]1)([C:12]([CH3:15])([CH3:14])[CH3:13])([CH3:11])[CH3:10]. Product: [Si:9]([O:16][C@@H:17]1[C:25]2[C:20](=[C:21]([C:27]3[C:28]([O:4][CH2:3][C:2]([CH3:6])([CH3:5])[CH3:1])=[N:29][CH:30]=[CH:31][CH:32]=3)[CH:22]=[CH:23][C:24]=2[F:26])[CH2:19][CH2:18]1)([C:12]([CH3:15])([CH3:14])[CH3:13])([CH3:11])[CH3:10]. The catalyst class is: 60. (3) Reactant: [Cl:1][C:2]1[CH:3]=[CH:4][C:5]([O:15][CH2:16][C:17]2[CH:22]=[CH:21][C:20]([Br:23])=[CH:19][C:18]=2[F:24])=[C:6]([C:8](=O)[CH2:9][CH2:10][C:11](=O)[CH3:12])[CH:7]=1.[NH2:25][C:26]1[CH:27]=[C:28]([C:32]([OH:35])=[CH:33][CH:34]=1)[C:29]([OH:31])=[O:30].CC1C=CC(S(O)(=O)=O)=CC=1. Product: [Cl:1][C:2]1[CH:3]=[CH:4][C:5]([O:15][CH2:16][C:17]2[CH:22]=[CH:21][C:20]([Br:23])=[CH:19][C:18]=2[F:24])=[C:6]([C:8]2[N:25]([C:26]3[CH:27]=[C:28]([C:32]([OH:35])=[CH:33][CH:34]=3)[C:29]([OH:31])=[O:30])[C:11]([CH3:12])=[CH:10][CH:9]=2)[CH:7]=1. The catalyst class is: 291.